This data is from Full USPTO retrosynthesis dataset with 1.9M reactions from patents (1976-2016). The task is: Predict the reactants needed to synthesize the given product. (1) Given the product [CH3:35][C:34]1[C:30]([N:23]([CH2:24][O:25][CH2:26][CH2:27][O:28][CH3:29])[S:22]([C:17]2[S:18][C:19]([CH3:21])=[CH:20][C:16]=2[C:13]2[CH:14]=[CH:15][C:10]([CH2:9][OH:8])=[CH:11][C:12]=2[CH3:39])(=[O:38])=[O:37])=[N:31][O:32][C:33]=1[CH3:36], predict the reactants needed to synthesize it. The reactants are: [H-].[Al+3].[Li+].[H-].[H-].[H-].C[O:8][C:9](=O)[C:10]1[CH:15]=[CH:14][C:13]([C:16]2[CH:20]=[C:19]([CH3:21])[S:18][C:17]=2[S:22](=[O:38])(=[O:37])[N:23]([C:30]2[C:34]([CH3:35])=[C:33]([CH3:36])[O:32][N:31]=2)[CH2:24][O:25][CH2:26][CH2:27][O:28][CH3:29])=[C:12]([CH3:39])[CH:11]=1.[OH-].[Na+]. (2) Given the product [NH2:15][C:8]1[N:7]=[C:6]([NH:5][CH2:1][CH2:2][CH2:3][CH3:4])[N:14]=[C:13]2[C:9]=1[N:10]=[CH:11][N:12]2[CH2:23][C:24]1[CH:25]=[C:26]([CH2:27][P:28]([CH3:33])(=[O:32])[O:29][CH2:30][CH3:31])[CH:34]=[CH:35][CH:36]=1, predict the reactants needed to synthesize it. The reactants are: [CH2:1]([NH:5][C:6]1[N:14]=[C:13]2[C:9]([N:10]=[CH:11][NH:12]2)=[C:8]([NH2:15])[N:7]=1)[CH2:2][CH2:3][CH3:4].C([O-])([O-])=O.[K+].[K+].Br[CH2:23][C:24]1[CH:25]=[C:26]([CH:34]=[CH:35][CH:36]=1)[CH2:27][P:28]([CH3:33])(=[O:32])[O:29][CH2:30][CH3:31]. (3) Given the product [NH2:19][CH2:18][C:17]1[CH:20]=[CH:21][C:14]([NH:13][C:7]2[CH:8]=[CH:9][CH:10]=[CH:11][CH:12]=2)=[CH:15][CH:16]=1, predict the reactants needed to synthesize it. The reactants are: [H-].[Al+3].[Li+].[H-].[H-].[H-].[C:7]1([NH:13][C:14]2[CH:21]=[CH:20][C:17]([C:18]#[N:19])=[CH:16][CH:15]=2)[CH:12]=[CH:11][CH:10]=[CH:9][CH:8]=1.O.